From a dataset of Forward reaction prediction with 1.9M reactions from USPTO patents (1976-2016). Predict the product of the given reaction. (1) Given the reactants C(O[C:6](=[O:28])[NH:7][C@@H:8]([CH2:21][C:22]1[CH:27]=[CH:26][CH:25]=[CH:24][CH:23]=1)[CH:9]([C:11](=[O:20])[NH:12][CH2:13][C:14]1[CH:19]=[CH:18][CH:17]=[CH:16][CH:15]=1)[OH:10])(C)(C)C.FC(F)(F)C(O)=O.C(N(CC)C(C)C)(C)C.[CH3:45][O:46][C:47]1[CH:52]=[CH:51][C:50]([CH2:53][C@H:54]([NH:58][C:59](=[O:75])[C@@H:60]([NH:62][C:63]([C:65]2[CH2:66][C:67]3[C:72]([C:73]=2[CH3:74])=[CH:71][CH:70]=[CH:69][CH:68]=3)=[O:64])[CH3:61])C(O)=O)=[CH:49][CH:48]=1.CN(C(ON1N=NC2C=CC=NC1=2)=[N+](C)C)C.F[P-](F)(F)(F)(F)F, predict the reaction product. The product is: [CH2:21]([C@H:8]([NH:7][C:6]([C@@H:54]([NH:58][C:59]([C@@H:60]([NH:62][C:63]([C:65]1[CH2:66][C:67]2[C:72]([C:73]=1[CH3:74])=[CH:71][CH:70]=[CH:69][CH:68]=2)=[O:64])[CH3:61])=[O:75])[CH2:53][C:50]1[CH:49]=[CH:48][C:47]([O:46][CH3:45])=[CH:52][CH:51]=1)=[O:28])[CH:9]([C:11](=[O:20])[NH:12][CH2:13][C:14]1[CH:15]=[CH:16][CH:17]=[CH:18][CH:19]=1)[OH:10])[C:22]1[CH:23]=[CH:24][CH:25]=[CH:26][CH:27]=1. (2) Given the reactants [Cl:1][C:2]1[CH:8]=[C:7]([Cl:9])[CH:6]=[CH:5][C:3]=1[NH2:4].C(N(CC)CC)C.[Br:17][CH2:18][C:19](Br)=[O:20], predict the reaction product. The product is: [Br:17][CH2:18][C:19]([NH:4][C:3]1[CH:5]=[CH:6][C:7]([Cl:9])=[CH:8][C:2]=1[Cl:1])=[O:20]. (3) The product is: [Cl:1][C:2]1[N:10]=[C:9]2[C:5]([N:6]=[C:7]([C:12]3([F:30])[CH2:15][O:14][CH2:13]3)[N:8]2[CH3:11])=[C:4]([N:17]2[CH2:22][CH2:21][O:20][CH2:19][C@@H:18]2[CH3:23])[N:3]=1. Given the reactants [Cl:1][C:2]1[N:10]=[C:9]2[C:5]([N:6]=[C:7]([C:12]3(O)[CH2:15][O:14][CH2:13]3)[N:8]2[CH3:11])=[C:4]([N:17]2[CH2:22][CH2:21][O:20][CH2:19][C@@H:18]2[CH3:23])[N:3]=1.C(N(S(F)(F)[F:30])CC)C, predict the reaction product. (4) Given the reactants Cl[C:2]1[C:3]2[CH2:17][CH2:16][CH2:15][C:4]=2[N:5]=[C:6]([C:8]2[CH:13]=[CH:12][CH:11]=[C:10]([Cl:14])[CH:9]=2)[N:7]=1.[O:18]1[CH:22]=[CH:21][N:20]=[C:19]1[CH2:23][C:24]1[CH:30]=[CH:29][C:27]([NH2:28])=[CH:26][CH:25]=1, predict the reaction product. The product is: [Cl:14][C:10]1[CH:9]=[C:8]([C:6]2[N:7]=[C:2]([NH:28][C:27]3[CH:26]=[CH:25][C:24]([CH2:23][C:19]4[O:18][CH:22]=[CH:21][N:20]=4)=[CH:30][CH:29]=3)[C:3]3[CH2:17][CH2:16][CH2:15][C:4]=3[N:5]=2)[CH:13]=[CH:12][CH:11]=1. (5) The product is: [F:1][C:2]1[CH:3]=[CH:4][C:5]([CH2:6][CH:7]2[CH2:8][CH2:9][N:10]([C:13](=[O:17])[C:14]([NH:20][C:21]3[CH:22]=[C:23]4[C:27](=[CH:28][CH:29]=3)[CH2:26][CH2:25][CH2:24]4)=[O:16])[CH2:11][CH2:12]2)=[CH:18][CH:19]=1. Given the reactants [F:1][C:2]1[CH:19]=[CH:18][C:5]([CH2:6][CH:7]2[CH2:12][CH2:11][N:10]([C:13](=[O:17])[C:14]([OH:16])=O)[CH2:9][CH2:8]2)=[CH:4][CH:3]=1.[NH2:20][C:21]1[CH:22]=[C:23]2[C:27](=[CH:28][CH:29]=1)[CH2:26][CH2:25][CH2:24]2, predict the reaction product. (6) Given the reactants [Br:1][C:2]1[CH:7]=[CH:6][C:5]([OH:8])=[C:4]([Cl:9])[CH:3]=1.O.Cl[C:12]([F:17])([F:16])C([O-])=O.[Na+].C(=O)([O-])[O-].[Cs+].[Cs+], predict the reaction product. The product is: [Br:1][C:2]1[CH:7]=[CH:6][C:5]([O:8][CH:12]([F:17])[F:16])=[C:4]([Cl:9])[CH:3]=1. (7) Given the reactants [C:1]1(C2C=CC=CC=2)[CH:6]=[CH:5][C:4]([CH2:7][NH:8][C:9]([C:11]2[NH:12][C:13](C)=[CH:14][C:15](=O)[C:16]=2[OH:17])=[O:10])=[CH:3][CH:2]=1.Cl.[C:27]([OH:30])(=O)C, predict the reaction product. The product is: [OH:17][C:16]1[C:27](=[O:30])[N:12]([CH2:11][C:9](=[O:10])[N:8]([C:1]2[CH:6]=[CH:5][CH:4]=[CH:3][CH:2]=2)[CH2:7][C:4]2[CH:3]=[CH:2][CH:1]=[CH:6][CH:5]=2)[CH:13]=[CH:14][CH:15]=1.